Dataset: Full USPTO retrosynthesis dataset with 1.9M reactions from patents (1976-2016). Task: Predict the reactants needed to synthesize the given product. (1) Given the product [Cl:1][C:2]1[CH:7]=[C:6]([Cl:8])[CH:5]=[CH:4][C:3]=1[C:9]1[N:10]=[C:11](/[CH:18]=[CH:19]/[C:20]2[CH:21]=[CH:22][C:23]([O:26][CH3:27])=[CH:24][CH:25]=2)[N:12]([CH2:14][C:15]([NH:40][CH:38]([C:28]2[C:37]3[C:32](=[CH:33][CH:34]=[CH:35][CH:36]=3)[CH:31]=[CH:30][CH:29]=2)[CH3:39])=[O:17])[CH:13]=1, predict the reactants needed to synthesize it. The reactants are: [Cl:1][C:2]1[CH:7]=[C:6]([Cl:8])[CH:5]=[CH:4][C:3]=1[C:9]1[N:10]=[C:11](/[CH:18]=[CH:19]/[C:20]2[CH:25]=[CH:24][C:23]([O:26][CH3:27])=[CH:22][CH:21]=2)[N:12]([CH2:14][C:15]([OH:17])=O)[CH:13]=1.[C:28]1([C@@H:38]([NH2:40])[CH3:39])[C:37]2[C:32](=[CH:33][CH:34]=[CH:35][CH:36]=2)[CH:31]=[CH:30][CH:29]=1. (2) Given the product [N:10]1[CH:15]=[CH:14][C:13]([CH2:16][C:17]2[NH:8][C:1]3[CH:6]=[CH:5][CH:4]=[CH:3][C:2]=3[N:7]=2)=[CH:12][CH:11]=1, predict the reactants needed to synthesize it. The reactants are: [C:1]1([NH2:8])[C:2]([NH2:7])=[CH:3][CH:4]=[CH:5][CH:6]=1.Cl.[N:10]1[CH:15]=[CH:14][C:13]([CH2:16][C:17](O)=O)=[CH:12][CH:11]=1.C(=O)([O-])[O-].[Na+].[Na+]. (3) Given the product [Br:26][C:25]1[C:19]2[C:4]3[C:3]([O:21][C:20]=2[CH:22]=[CH:23][C:24]=1[O:27][CH3:28])=[C:2]([Cl:31])[CH:7]=[C:6]([C:8]1[N:9]=[C:10]([NH:13][C:14](=[O:18])[CH:15]([CH3:17])[CH3:16])[S:11][CH:12]=1)[N:5]=3, predict the reactants needed to synthesize it. The reactants are: O[C:2]1[CH:7]=[C:6]([C:8]2[N:9]=[C:10]([NH:13][C:14](=[O:18])[CH:15]([CH3:17])[CH3:16])[S:11][CH:12]=2)[N:5]=[C:4]2[C:19]3[C:25]([Br:26])=[C:24]([O:27][CH3:28])[CH:23]=[CH:22][C:20]=3[O:21][C:3]=12.O=P(Cl)(Cl)[Cl:31]. (4) The reactants are: [NH2:1][CH2:2][C:3]1[N:7]([CH:8]2[CH2:13][CH2:12][N:11]([C:14]([O:16][C:17]([CH3:20])([CH3:19])[CH3:18])=[O:15])[CH2:10][CH2:9]2)[C:6]2[CH:21]=[CH:22][CH:23]=[CH:24][C:5]=2[N:4]=1.[N:25]1[C:34]2[C:33](=O)[CH2:32][CH2:31][CH2:30][C:29]=2[CH:28]=[CH:27][CH:26]=1.C(O)(=O)C.[BH-](OC(C)=O)(OC(C)=O)OC(C)=O.[Na+].C([O-])([O-])=O.[Na+].[Na+]. Given the product [N:25]1[C:34]2[CH:33]([NH:1][CH2:2][C:3]3[N:7]([CH:8]4[CH2:13][CH2:12][N:11]([C:14]([O:16][C:17]([CH3:20])([CH3:18])[CH3:19])=[O:15])[CH2:10][CH2:9]4)[C:6]4[CH:21]=[CH:22][CH:23]=[CH:24][C:5]=4[N:4]=3)[CH2:32][CH2:31][CH2:30][C:29]=2[CH:28]=[CH:27][CH:26]=1, predict the reactants needed to synthesize it. (5) Given the product [CH3:36][Si:35]([CH3:38])([CH3:37])[CH2:34][CH2:33][O:32][CH2:31][N:22]([CH2:23][O:24][CH2:25][CH2:26][Si:27]([CH3:30])([CH3:29])[CH3:28])[C:20]1[N:19]2[N:39]=[CH:40][CH:41]=[C:18]2[N:17]=[C:16]([O:1][C:2]2[CH:3]=[CH:4][C:5]([CH2:8][C:9]([O:11][CH3:12])=[O:10])=[CH:6][CH:7]=2)[CH:21]=1, predict the reactants needed to synthesize it. The reactants are: [OH:1][C:2]1[CH:7]=[CH:6][C:5]([CH2:8][C:9]([O:11][CH3:12])=[O:10])=[CH:4][CH:3]=1.[H-].[Na+].Cl[C:16]1[CH:21]=[C:20]([N:22]([CH2:31][O:32][CH2:33][CH2:34][Si:35]([CH3:38])([CH3:37])[CH3:36])[CH2:23][O:24][CH2:25][CH2:26][Si:27]([CH3:30])([CH3:29])[CH3:28])[N:19]2[N:39]=[CH:40][CH:41]=[C:18]2[N:17]=1.[NH4+].[Cl-].